This data is from Forward reaction prediction with 1.9M reactions from USPTO patents (1976-2016). The task is: Predict the product of the given reaction. (1) Given the reactants [Cl:1][C:2]1[S:3][C:4]([S:7](Cl)(=[O:9])=[O:8])=[CH:5][N:6]=1.[NH4+:11].[OH-], predict the reaction product. The product is: [Cl:1][C:2]1[S:3][C:4]([S:7]([NH2:11])(=[O:9])=[O:8])=[CH:5][N:6]=1. (2) Given the reactants C(OC1C=CC(C2CC(C(O)=O)C(=O)NN=2)=CC=1)C1C=CC=CC=1.[N:25]1[CH:30]=[CH:29][CH:28]=[CH:27][C:26]=1[C:31]1[CH:32]=[C:33]([C:38]([O:40]CC)=[O:39])[C:34](=[O:37])[NH:35][N:36]=1.[OH-].[Na+], predict the reaction product. The product is: [N:25]1[CH:30]=[CH:29][CH:28]=[CH:27][C:26]=1[C:31]1[CH2:32][CH:33]([C:38]([OH:40])=[O:39])[C:34](=[O:37])[NH:35][N:36]=1. (3) Given the reactants [F:1][CH:2]([F:18])[O:3][C:4]1[C:9]2[O:10][CH:11]([CH3:15])[C:12](=[O:14])[NH:13][C:8]=2[CH:7]=[C:6]([CH:16]=O)[CH:5]=1.[CH2:19]([NH:21][C:22](=[O:35])[C:23]1[CH:28]=[CH:27][C:26]([N:29]2[CH2:34][CH2:33][NH:32][CH2:31][CH2:30]2)=[CH:25][CH:24]=1)[CH3:20], predict the reaction product. The product is: [F:1][CH:2]([F:18])[O:3][C:4]1[C:9]2[O:10][CH:11]([CH3:15])[C:12](=[O:14])[NH:13][C:8]=2[CH:7]=[C:6]([CH2:16][N:32]2[CH2:31][CH2:30][N:29]([C:26]3[CH:25]=[CH:24][C:23]([C:22]([NH:21][CH2:19][CH3:20])=[O:35])=[CH:28][CH:27]=3)[CH2:34][CH2:33]2)[CH:5]=1.